Dataset: Catalyst prediction with 721,799 reactions and 888 catalyst types from USPTO. Task: Predict which catalyst facilitates the given reaction. (1) Reactant: [N+](=C[Si](C)(C)C)=[N-].[Br:8][C:9]1[CH:14]=[CH:13][C:12]([CH2:15][C:16]([OH:18])=[O:17])=[C:11]([F:19])[CH:10]=1.[N+](=[CH2:22])=[N-]. Product: [Br:8][C:9]1[CH:14]=[CH:13][C:12]([CH2:15][C:16]([O:18][CH3:22])=[O:17])=[C:11]([F:19])[CH:10]=1. The catalyst class is: 224. (2) Reactant: C(Cl)(=O)C(Cl)=O.[CH:7]1([NH:10][C:11](=[O:46])[C:12]2[CH:17]=[CH:16][C:15]([C:18]3[N:22]4[N:23]=[C:24]([CH:34]([C:36]5[CH:41]=[CH:40][C:39]([O:42][CH3:43])=[C:38]([F:44])[CH:37]=5)[OH:35])[CH:25]=[C:26]([NH:27][CH2:28][CH2:29][C:30]([F:33])([F:32])[F:31])[C:21]4=[N:20][CH:19]=3)=[CH:14][C:13]=2[CH3:45])[CH2:9][CH2:8]1.C(N(CC)CC)C.O. The catalyst class is: 764. Product: [CH:7]1([NH:10][C:11](=[O:46])[C:12]2[CH:17]=[CH:16][C:15]([C:18]3[N:22]4[N:23]=[C:24]([C:34](=[O:35])[C:36]5[CH:41]=[CH:40][C:39]([O:42][CH3:43])=[C:38]([F:44])[CH:37]=5)[CH:25]=[C:26]([NH:27][CH2:28][CH2:29][C:30]([F:33])([F:31])[F:32])[C:21]4=[N:20][CH:19]=3)=[CH:14][C:13]=2[CH3:45])[CH2:8][CH2:9]1. (3) Reactant: Cl[C:2]1[C:7]([C:8]#[N:9])=[C:6]([C:10]2[CH:14]=[CH:13][NH:12][N:11]=2)[C:5]([C:15]#[N:16])=[C:4]([S:17][CH2:18][C:19]2[N:20]=[C:21]([C:24]3[CH:29]=[CH:28][C:27]([Cl:30])=[CH:26][CH:25]=3)[S:22][CH:23]=2)[N:3]=1.[CH3:31][NH2:32].CO. Product: [Cl:30][C:27]1[CH:28]=[CH:29][C:24]([C:21]2[S:22][CH:23]=[C:19]([CH2:18][S:17][C:4]3[C:5]([C:15]#[N:16])=[C:6]([C:10]4[CH:14]=[CH:13][NH:12][N:11]=4)[C:7]([C:8]#[N:9])=[C:2]([NH:32][CH3:31])[N:3]=3)[N:20]=2)=[CH:25][CH:26]=1. The catalyst class is: 7. (4) Reactant: Cl.[F:2][C:3]1[C:11]2[O:10][CH:9]([CH:12]3[CH2:17][CH2:16][NH:15][CH2:14][CH2:13]3)[CH2:8][C:7]=2[CH:6]=[CH:5][CH:4]=1.C1C(=O)N([Br:25])C(=O)C1. Product: [Br:25][C:5]1[CH:4]=[C:3]([F:2])[C:11]2[O:10][CH:9]([CH:12]3[CH2:17][CH2:16][NH:15][CH2:14][CH2:13]3)[CH2:8][C:7]=2[CH:6]=1. The catalyst class is: 100. (5) Reactant: C([O:5][C:6]([C:8]1[CH:13]=[N:12][C:11]([NH:14][C:15](=[O:34])[C@@H:16]([C:23]2[CH:28]=[CH:27][C:26]([S:29]([CH3:32])(=[O:31])=[O:30])=[C:25]([Cl:33])[CH:24]=2)[CH2:17][CH:18]2[CH2:22][CH2:21][CH2:20][CH2:19]2)=[CH:10][N:9]=1)=[O:7])(C)(C)C.FC(F)(F)C(O)=O. Product: [Cl:33][C:25]1[CH:24]=[C:23]([C@@H:16]([CH2:17][CH:18]2[CH2:19][CH2:20][CH2:21][CH2:22]2)[C:15]([NH:14][C:11]2[N:12]=[CH:13][C:8]([C:6]([OH:7])=[O:5])=[N:9][CH:10]=2)=[O:34])[CH:28]=[CH:27][C:26]=1[S:29]([CH3:32])(=[O:31])=[O:30]. The catalyst class is: 2.